Dataset: Microsomal clearance measurements from AstraZeneca. Task: Regression/Classification. Given a drug SMILES string, predict its absorption, distribution, metabolism, or excretion properties. Task type varies by dataset: regression for continuous measurements (e.g., permeability, clearance, half-life) or binary classification for categorical outcomes (e.g., BBB penetration, CYP inhibition). For this dataset (clearance_microsome_az), we predict log10(clearance) (log10 of the in vitro intrinsic clearance, CLint, in uL/min per mg of human liver microsomal protein, equivalently mL/min/g; values are censored to the assay range of 3 to 150, which is 0.477 to 2.18 on this log10 scale). (1) The drug is Cc1cc(C(=O)Cn2cc(C(F)(F)F)ccc2=O)c(C)n1Cc1ccccc1. The log10(clearance) is 1.61. (2) The drug is CNC(=O)Nc1nc2ccc(-c3cncc(S(=O)(=O)NC(C)(C)C)c3)cn2n1. The log10(clearance) is 0.480. (3) The molecule is COc1cc(Cc2cnc(N)nc2N)cc(OC)c1OC. The log10(clearance) is 0.480. (4) The compound is COc1cc2c(cc1-c1c(C)noc1C)ncc1[nH]c(=O)n([C@H](C)c3ccccn3)c12. The log10(clearance) is 0.880. (5) The compound is CN(C)c1ccc(S(=O)(=O)NC(=O)N2CCC(N3CCC(Oc4ccc(Cl)c(Cl)c4)CC3)CC2)cc1. The log10(clearance) is 1.02. (6) The molecule is Cc1ccc2c(c1)c(Sc1ccc(S(C)(=O)=O)cc1)c(C)n2CC(=O)O. The log10(clearance) is 0.480. (7) The drug is Cc1ccc(CNC(=O)C2CCCN2S(=O)(=O)c2ccc(F)cc2)cc1. The log10(clearance) is 2.18.